This data is from NCI-60 drug combinations with 297,098 pairs across 59 cell lines. The task is: Regression. Given two drug SMILES strings and cell line genomic features, predict the synergy score measuring deviation from expected non-interaction effect. Drug 1: COC1=CC(=CC(=C1O)OC)C2C3C(COC3=O)C(C4=CC5=C(C=C24)OCO5)OC6C(C(C7C(O6)COC(O7)C8=CC=CS8)O)O. Drug 2: CC12CCC3C(C1CCC2O)C(CC4=C3C=CC(=C4)O)CCCCCCCCCS(=O)CCCC(C(F)(F)F)(F)F. Cell line: HL-60(TB). Synergy scores: CSS=51.1, Synergy_ZIP=0.136, Synergy_Bliss=-1.00, Synergy_Loewe=-24.7, Synergy_HSA=-1.52.